This data is from Full USPTO retrosynthesis dataset with 1.9M reactions from patents (1976-2016). The task is: Predict the reactants needed to synthesize the given product. Given the product [O-:4][P:3]([O:6][P:7]([O-:10])([O-:9])=[O:8])(=[O:2])[O-:5].[Fe+2:1].[Fe+2:1], predict the reactants needed to synthesize it. The reactants are: [Fe+2:1].[O-:2][P:3]([O:6][P:7]([O-:10])([O-:9])=[O:8])(=[O:5])[O-:4].